Task: Predict the reactants needed to synthesize the given product.. Dataset: Full USPTO retrosynthesis dataset with 1.9M reactions from patents (1976-2016) (1) Given the product [CH:9]([C:4]1[CH:3]=[CH:8][C:7]([CH:13]=[CH2:14])=[CH:6][CH:5]=1)=[CH2:10], predict the reactants needed to synthesize it. The reactants are: C([C:3]1[CH:8]=[CH:7][CH:6]=[CH:5][C:4]=1[CH:9]=[CH2:10])=C.BrBr.[CH:13]1C=CC=C[CH:14]=1. (2) Given the product [CH3:12][C:9]1([CH3:13])[O:10][CH2:11][C:6]([CH:14]=[CH2:15])([C:4]([OH:5])=[O:3])[CH2:7][O:8]1, predict the reactants needed to synthesize it. The reactants are: C([O:3][C:4]([C:6]1([CH:14]=[CH2:15])[CH2:11][O:10][C:9]([CH3:13])([CH3:12])[O:8][CH2:7]1)=[O:5])C.O.[OH-].[Li+].CO. (3) Given the product [C:1]([O:5][C:6]([N:8]1[CH2:13][CH2:12][N:11]([C:14]2[CH:19]=[CH:18][C:17]([NH:20][C:25]([NH:26][C:27]3[N:28]([C:36]4[CH:37]=[CH:38][C:39]([CH3:42])=[CH:40][CH:41]=4)[N:29]=[C:30]([C:32]4([CH3:35])[CH2:33][CH2:34]4)[CH:31]=3)=[O:24])=[CH:16][N:15]=2)[CH2:10][CH2:9]1)=[O:7])([CH3:4])([CH3:2])[CH3:3], predict the reactants needed to synthesize it. The reactants are: [C:1]([O:5][C:6]([N:8]1[CH2:13][CH2:12][N:11]([C:14]2[CH:19]=[CH:18][C:17]([NH2:20])=[CH:16][N:15]=2)[CH2:10][CH2:9]1)=[O:7])([CH3:4])([CH3:3])[CH3:2].ClC(Cl)(Cl)C[O:24][C:25](=O)[NH:26][C:27]1[N:28]([C:36]2[CH:41]=[CH:40][C:39]([CH3:42])=[CH:38][CH:37]=2)[N:29]=[C:30]([C:32]2([CH3:35])[CH2:34][CH2:33]2)[CH:31]=1.C(N(C(C)C)CC)(C)C.O. (4) Given the product [Cl:1][C:2]1[CH:17]=[CH:16][C:5]([O:6][C:7]2[CH:8]=[C:9]([CH:13]([OH:15])[CH3:14])[CH:10]=[CH:11][CH:12]=2)=[C:4]([N+:18]([O-:20])=[O:19])[CH:3]=1, predict the reactants needed to synthesize it. The reactants are: [Cl:1][C:2]1[CH:17]=[CH:16][C:5]([O:6][C:7]2[CH:8]=[C:9]([C:13](=[O:15])[CH3:14])[CH:10]=[CH:11][CH:12]=2)=[C:4]([N+:18]([O-:20])=[O:19])[CH:3]=1.[BH4-].[Na+]. (5) Given the product [Cl:8][C:6]1[CH:7]=[C:2]([NH:21][C:19]2[CH:20]=[C:14]3[CH2:13][N:12]([CH3:11])[CH2:17][CH2:16][N:15]3[N:18]=2)[C:3](=[O:10])[N:4]([CH3:9])[N:5]=1, predict the reactants needed to synthesize it. The reactants are: Br[C:2]1[C:3](=[O:10])[N:4]([CH3:9])[N:5]=[C:6]([Cl:8])[CH:7]=1.[CH3:11][N:12]1[CH2:17][CH2:16][N:15]2[N:18]=[C:19]([NH2:21])[CH:20]=[C:14]2[CH2:13]1.C[Si](C)(C)[N-][Si](C)(C)C.[Li+].C1COCC1.CC1(C)C2C(=C(P(C3C=CC=CC=3)C3C=CC=CC=3)C=CC=2)OC2C(P(C3C=CC=CC=3)C3C=CC=CC=3)=CC=CC1=2.Cl. (6) The reactants are: [N:1]1([S:6](Cl)(=[O:8])=[O:7])[CH2:5][CH2:4][CH2:3][CH2:2]1.[C@H:10]1([NH:19][C:20]2[CH:29]=[CH:28][C:27]3[C:22](=[CH:23][CH:24]=[C:25]([NH2:30])[CH:26]=3)[N:21]=2)[C:18]2[C:13](=[CH:14][CH:15]=[CH:16][CH:17]=2)[CH2:12][CH2:11]1. Given the product [C@H:10]1([NH:19][C:20]2[CH:29]=[CH:28][C:27]3[C:22](=[CH:23][CH:24]=[C:25]([NH:30][S:6]([N:1]4[CH2:5][CH2:4][CH2:3][CH2:2]4)(=[O:8])=[O:7])[CH:26]=3)[N:21]=2)[C:18]2[C:13](=[CH:14][CH:15]=[CH:16][CH:17]=2)[CH2:12][CH2:11]1, predict the reactants needed to synthesize it.